This data is from M1 muscarinic receptor antagonist screen with 61,756 compounds. The task is: Binary Classification. Given a drug SMILES string, predict its activity (active/inactive) in a high-throughput screening assay against a specified biological target. (1) The molecule is o1nc(C(=O)NCC(C)C)cc1c1ccc(OC)cc1. The result is 0 (inactive). (2) The compound is o1c(CN2CCN(CC2)c2c(OC)cccc2)ccc1. The result is 0 (inactive).